Predict the reaction yield, written as a fraction of the theoretical maximum amount of product (1.0 means a 100% yield; for example, 0.34 means a 34% yield). From a dataset of Reaction yield outcomes from USPTO patents with 853,638 reactions. (1) The reactants are [Cl:1][C:2]1[CH:3]=[C:4]([CH2:8][C:9]([OH:11])=O)[CH:5]=[CH:6][CH:7]=1.[CH3:12][C:13]1(C)[O:18]C(=O)[CH2:16][C:15](=O)[O:14]1. No catalyst specified. The product is [Cl:1][C:2]1[CH:3]=[C:4]([CH2:8][C:9](=[O:11])[CH2:12][C:13]([O:14][CH2:15][CH3:16])=[O:18])[CH:5]=[CH:6][CH:7]=1. The yield is 0.430. (2) The reactants are [NH:1]1[C:9]2[CH2:8][CH2:7][CH2:6][CH2:5][C:4]=2[CH:3]=[C:2]1[C:10]([O:12][CH2:13][CH3:14])=[O:11].[H-].[Na+].Br[CH2:18][C:19]#[N:20]. The catalyst is CN(C=O)C. The product is [C:19]([CH2:18][N:1]1[C:9]2[CH2:8][CH2:7][CH2:6][CH2:5][C:4]=2[CH:3]=[C:2]1[C:10]([O:12][CH2:13][CH3:14])=[O:11])#[N:20]. The yield is 0.550.